From a dataset of Full USPTO retrosynthesis dataset with 1.9M reactions from patents (1976-2016). Predict the reactants needed to synthesize the given product. (1) The reactants are: CC([N:5]([C@@H:9]([CH2:22][C:23]1[CH:28]=[CH:27][CH:26]=[CH:25][CH:24]=1)[CH2:10][N:11]1[C:19](=[O:20])[C:18]2[C:13](=[CH:14][CH:15]=[CH:16][CH:17]=2)[C:12]1=[O:21])C(=O)[O-])(C)C.Cl. Given the product [NH2:5][C@@H:9]([CH2:22][C:23]1[CH:28]=[CH:27][CH:26]=[CH:25][CH:24]=1)[CH2:10][N:11]1[C:19](=[O:20])[C:18]2[C:13](=[CH:14][CH:15]=[CH:16][CH:17]=2)[C:12]1=[O:21], predict the reactants needed to synthesize it. (2) Given the product [O:23]=[C:15]([NH:14][C:11]1[CH:10]=[CH:9][C:8]([O:1][C:2]2[CH:7]=[CH:6][CH:5]=[CH:4][CH:3]=2)=[CH:13][CH:12]=1)[CH2:16][N:17]1[CH2:22][CH2:21][N:20]([C:30]([C:27]2[CH:28]=[CH:29][C:24]([C:33]([O:35][CH3:36])=[O:34])=[CH:25][CH:26]=2)=[O:31])[CH2:19][CH2:18]1, predict the reactants needed to synthesize it. The reactants are: [O:1]([C:8]1[CH:13]=[CH:12][C:11]([NH:14][C:15](=[O:23])[CH2:16][N:17]2[CH2:22][CH2:21][NH:20][CH2:19][CH2:18]2)=[CH:10][CH:9]=1)[C:2]1[CH:7]=[CH:6][CH:5]=[CH:4][CH:3]=1.[C:24]1([C:33]([O:35][CH3:36])=[O:34])[CH:29]=[CH:28][C:27]([C:30]([O-])=[O:31])=[CH:26][CH:25]=1.CN(C(ON1N=NC2C=CC=NC1=2)=[N+](C)C)C.F[P-](F)(F)(F)(F)F.CCN(C(C)C)C(C)C. (3) Given the product [F:26][C:21]1[CH:22]=[CH:23][CH:24]=[CH:25][C:20]=1[C:14]1[S:13][C:12]([NH:11][C:2]2[CH:3]=[CH:4][CH:5]=[C:6]([CH:8]([OH:10])[CH3:9])[N:7]=2)=[C:16]([C:17]([NH2:19])=[O:18])[CH:15]=1, predict the reactants needed to synthesize it. The reactants are: Br[C:2]1[N:7]=[C:6]([CH:8]([OH:10])[CH3:9])[CH:5]=[CH:4][CH:3]=1.[NH2:11][C:12]1[S:13][C:14]([C:20]2[CH:25]=[CH:24][CH:23]=[CH:22][C:21]=2[F:26])=[CH:15][C:16]=1[C:17]([NH2:19])=[O:18]. (4) Given the product [C:1]([C:5]1[CH:10]=[CH:9][C:8]([C:11]([C:13]2[N:14]([CH2:19][CH2:20][CH2:21][C:22]([O:24][CH3:25])=[O:23])[CH:15]=[CH:16][CH:17]=2)=[O:12])=[CH:7][CH:6]=1)([CH3:4])([CH3:2])[CH3:3], predict the reactants needed to synthesize it. The reactants are: [C:1]([C:5]1[CH:10]=[CH:9][C:8]([C:11]([C:13]2[NH:14][CH:15]=[CH:16][CH:17]=2)=[O:12])=[CH:7][CH:6]=1)([CH3:4])([CH3:3])[CH3:2].Br[CH2:19][CH2:20][CH2:21][C:22]([O:24][CH3:25])=[O:23].C([O-])([O-])=O.[Cs+].[Cs+].